This data is from Forward reaction prediction with 1.9M reactions from USPTO patents (1976-2016). The task is: Predict the product of the given reaction. (1) Given the reactants C(OC([N:8]1[CH2:12][C@@H:11]([CH2:13][N:14]([CH:31]([CH3:33])[CH3:32])[C:15](=[O:30])[C:16]2[CH:21]=[CH:20][C:19]([O:22][CH3:23])=[C:18]([O:24][CH2:25][CH2:26][CH2:27][O:28][CH3:29])[CH:17]=2)[C@H:10]([CH2:34]O)[CH2:9]1)=O)(C)(C)C.[CH2:36]([N:43]=[C:44]=[O:45])[C:37]1[CH:42]=[CH:41][CH:40]=[CH:39][CH:38]=1.CC#N.[OH2:49].CC#N, predict the reaction product. The product is: [CH:31]([N:14]([CH2:13][C@@H:11]1[CH2:12][NH:8][CH2:9][C@H:10]1[CH2:34][O:45][C:44](=[O:49])[NH:43][CH2:36][C:37]1[CH:42]=[CH:41][CH:40]=[CH:39][CH:38]=1)[C:15](=[O:30])[C:16]1[CH:21]=[CH:20][C:19]([O:22][CH3:23])=[C:18]([O:24][CH2:25][CH2:26][CH2:27][O:28][CH3:29])[CH:17]=1)([CH3:32])[CH3:33]. (2) Given the reactants [F:1][C:2]1[CH:3]=[N:4][C:5]([NH:11][CH:12]2[CH2:17][CH2:16][N:15]([CH3:18])[CH2:14][CH2:13]2)=[C:6]([CH:10]=1)[C:7]([OH:9])=O.C(N(CC)CC)C.[C:26]([O:30][C:31](=[O:40])[NH:32][CH:33]1[CH2:38][CH2:37][CH:36]([NH2:39])[CH2:35][CH2:34]1)([CH3:29])([CH3:28])[CH3:27], predict the reaction product. The product is: [F:1][C:2]1[CH:10]=[C:6]([C:7]([NH:39][C@@H:36]2[CH2:37][CH2:38][C@H:33]([NH:32][C:31](=[O:40])[O:30][C:26]([CH3:28])([CH3:27])[CH3:29])[CH2:34][CH2:35]2)=[O:9])[C:5]([NH:11][CH:12]2[CH2:17][CH2:16][N:15]([CH3:18])[CH2:14][CH2:13]2)=[N:4][CH:3]=1. (3) Given the reactants N[C:2]1[CH:3]=[CH:4][C:5]([Br:10])=[C:6]([CH:9]=1)[C:7]#[N:8].N([O-])=O.[Na+].[S:15](=[O:17])=[O:16].O.O.[Cl-:20].[Ca+2].[Cl-], predict the reaction product. The product is: [Br:10][C:5]1[CH:4]=[CH:3][C:2]([S:15]([Cl:20])(=[O:17])=[O:16])=[CH:9][C:6]=1[C:7]#[N:8]. (4) Given the reactants [CH:1]1([CH2:4][C:5]([OH:7])=O)[CH2:3][CH2:2]1.[O:8]([CH2:15][C:16]1[O:17][C:18]2[CH2:19][NH:20][CH2:21][CH2:22][C:23]=2[N:24]=1)[C:9]1[CH:14]=[CH:13][CH:12]=[CH:11][CH:10]=1.F[P-](F)(F)(F)(F)F.N1(OC(N(C)C)=[N+](C)C)C2N=CC=CC=2N=N1.C(N(CC)CC)C, predict the reaction product. The product is: [CH:1]1([CH2:4][C:5]([N:20]2[CH2:21][CH2:22][C:23]3[N:24]=[C:16]([CH2:15][O:8][C:9]4[CH:14]=[CH:13][CH:12]=[CH:11][CH:10]=4)[O:17][C:18]=3[CH2:19]2)=[O:7])[CH2:2][CH2:3]1. (5) Given the reactants [N+:1]([C:4]1[CH:12]=[CH:11][CH:10]=[C:9]2[C:5]=1[C:6]([CH2:19][C:20]([O:22][CH2:23][CH3:24])=[O:21])=[CH:7][N:8]2[CH2:13][C:14]([O:16][CH2:17][CH3:18])=[O:15])([O-])=O, predict the reaction product. The product is: [NH2:1][C:4]1[CH:12]=[CH:11][CH:10]=[C:9]2[C:5]=1[C:6]([CH2:19][C:20]([O:22][CH2:23][CH3:24])=[O:21])=[CH:7][N:8]2[CH2:13][C:14]([O:16][CH2:17][CH3:18])=[O:15]. (6) Given the reactants [CH3:1][O:2][CH2:3][CH2:4][CH2:5][CH2:6][N:7]1[C:11]2[CH:12]=[CH:13][CH:14]=[CH:15][C:10]=2[N:9]=[C:8]1[C:16]([N:18]([CH2:40][CH:41]([CH3:43])[CH3:42])[C@H:19]1[CH2:24][C@@H:23]([C:25]([N:27]2[CH2:32][CH2:31][O:30][CH2:29][CH2:28]2)=[O:26])[CH2:22][N:21](C(OC(C)(C)C)=O)[CH2:20]1)=[O:17].C(OCC)(=O)C.Cl, predict the reaction product. The product is: [CH3:1][O:2][CH2:3][CH2:4][CH2:5][CH2:6][N:7]1[C:11]2[CH:12]=[CH:13][CH:14]=[CH:15][C:10]=2[N:9]=[C:8]1[C:16]([N:18]([CH2:40][CH:41]([CH3:43])[CH3:42])[C@H:19]1[CH2:24][C@@H:23]([C:25]([N:27]2[CH2:32][CH2:31][O:30][CH2:29][CH2:28]2)=[O:26])[CH2:22][NH:21][CH2:20]1)=[O:17]. (7) Given the reactants [CH3:1][C:2]1[CH:22]=[CH:21][C:5]2[N:6](S(C3C=CC(C)=CC=3)(=O)=O)[S:7](=[O:10])(=[O:9])[O:8][C:4]=2[CH:3]=1.S(Cl)(Cl)(=O)=O.OC1C=C(C)C=CC=1NS(C1C=CC(C)=CC=1)(=O)=O.C(N(CC)CC)C, predict the reaction product. The product is: [CH3:1][C:2]1[CH:22]=[CH:21][C:5]2[NH:6][S:7](=[O:10])(=[O:9])[O:8][C:4]=2[CH:3]=1. (8) Given the reactants [N:1]1([C:25]([O:27][C:28]([CH3:31])([CH3:30])[CH3:29])=[O:26])[CH2:5][CH2:4][CH2:3][C@H:2]1[C:6]([O:8][CH2:9][C:10]([C:12]1[CH:17]=[CH:16][C:15]([Br:18])=[C:14]([CH2:19][O:20]S(C)(=O)=O)[CH:13]=1)=[O:11])=[O:7].[N:32]1([C:54]([O:56][CH2:57][C:58]2[CH:63]=[CH:62][CH:61]=[CH:60][CH:59]=2)=[O:55])[CH2:36][CH2:35][CH2:34][C@H:33]1[C:37]([O:39][CH2:40][C:41]([C:43]1[CH:52]=[CH:51][C:50]2[C:45](=[CH:46][CH:47]=[CH:48][C:49]=2O)[CH:44]=1)=[O:42])=[O:38].C(=O)([O-])[O-].[Cs+].[Cs+], predict the reaction product. The product is: [N:32]1([C:54]([O:56][CH2:57][C:58]2[CH:63]=[CH:62][CH:61]=[CH:60][CH:59]=2)=[O:55])[CH2:36][CH2:35][CH2:34][C@H:33]1[C:37]([O:39][CH2:40][C:41]([C:43]1[CH:52]=[CH:51][C:50]2[C:45](=[CH:46][CH:47]=[CH:48][C:49]=2[O:20][CH2:19][C:14]2[CH:13]=[C:12]([C:10](=[O:11])[CH2:9][O:8][C:6]([C@@H:2]3[CH2:3][CH2:4][CH2:5][N:1]3[C:25]([O:27][C:28]([CH3:31])([CH3:30])[CH3:29])=[O:26])=[O:7])[CH:17]=[CH:16][C:15]=2[Br:18])[CH:44]=1)=[O:42])=[O:38]. (9) Given the reactants [CH3:1][N:2]([CH3:31])[C:3](=[O:30])[CH2:4][N:5]1[C:14]2[C:9](=[N:10][CH:11]=[C:12]([CH2:15][C:16]3[CH:21]=[CH:20][C:19]([F:22])=[CH:18][CH:17]=3)[CH:13]=2)[C:8]([OH:23])=[C:7]([C:24](OCC)=[O:25])[C:6]1=[O:29].[CH:32]1([NH2:36])[CH2:35][CH2:34][CH2:33]1, predict the reaction product. The product is: [CH:32]1([NH:36][C:24]([C:7]2[C:6](=[O:29])[N:5]([CH2:4][C:3]([N:2]([CH3:31])[CH3:1])=[O:30])[C:14]3[C:9]([C:8]=2[OH:23])=[N:10][CH:11]=[C:12]([CH2:15][C:16]2[CH:21]=[CH:20][C:19]([F:22])=[CH:18][CH:17]=2)[CH:13]=3)=[O:25])[CH2:35][CH2:34][CH2:33]1.